Dataset: Full USPTO retrosynthesis dataset with 1.9M reactions from patents (1976-2016). Task: Predict the reactants needed to synthesize the given product. (1) Given the product [NH:29]1[C:37]2[C:32](=[C:33]([C:2]3[N:3]=[C:4]([N:23]4[CH2:28][CH2:27][O:26][CH2:25][CH2:24]4)[C:5]4[N:11]=[C:10]([CH2:12][N:13]5[CH2:18][CH2:17][CH:16]([C:19]([OH:22])([CH3:21])[CH3:20])[CH2:15][CH2:14]5)[CH:9]=[CH:8][C:6]=4[N:7]=3)[CH:34]=[CH:35][CH:36]=2)[CH:31]=[CH:30]1, predict the reactants needed to synthesize it. The reactants are: Cl[C:2]1[N:3]=[C:4]([N:23]2[CH2:28][CH2:27][O:26][CH2:25][CH2:24]2)[C:5]2[N:11]=[C:10]([CH2:12][N:13]3[CH2:18][CH2:17][CH:16]([C:19]([OH:22])([CH3:21])[CH3:20])[CH2:15][CH2:14]3)[CH:9]=[CH:8][C:6]=2[N:7]=1.[NH:29]1[C:37]2[C:32](=[C:33](B(O)O)[CH:34]=[CH:35][CH:36]=2)[CH:31]=[CH:30]1. (2) Given the product [CH:11]1([N:14]2[CH:18]=[CH:17][CH:16]=[C:15]2[CH:9]=[O:10])[CH2:13][CH2:12]1, predict the reactants needed to synthesize it. The reactants are: O=P(Cl)(Cl)Cl.CN([CH:9]=[O:10])C.[CH:11]1([N:14]2[CH:18]=[CH:17][CH:16]=[CH:15]2)[CH2:13][CH2:12]1.[OH-].[Na+]. (3) The reactants are: Br[C:2]1[CH:3]=[C:4]2[C:9](=[CH:10][CH:11]=1)[N:8]=[C:7]([C:12]1[CH:17]=[C:16]([CH3:18])[CH:15]=[C:14]([CH3:19])[CH:13]=1)[CH:6]=[CH:5]2.[Li]CCCC.Cl[Ge:26]([CH:33]([CH3:35])[CH3:34])([CH:30]([CH3:32])[CH3:31])[CH:27]([CH3:29])[CH3:28]. Given the product [CH3:19][C:14]1[CH:13]=[C:12]([C:7]2[CH:6]=[CH:5][C:4]3[C:9](=[CH:10][CH:11]=[C:2]([Ge:26]([CH:33]([CH3:35])[CH3:34])([CH:30]([CH3:32])[CH3:31])[CH:27]([CH3:29])[CH3:28])[CH:3]=3)[N:8]=2)[CH:17]=[C:16]([CH3:18])[CH:15]=1, predict the reactants needed to synthesize it. (4) Given the product [CH3:30][S:31]([O-:34])(=[O:33])=[O:32].[C:5]([O-:26])(=[O:25])[CH2:6][CH2:7][CH2:8]/[CH:9]=[CH:10]\[CH2:11]/[CH:12]=[CH:13]\[CH2:14]/[CH:15]=[CH:16]\[CH2:17]/[CH:18]=[CH:19]\[CH2:20]/[CH:21]=[CH:22]\[CH2:23][CH3:24].[CH2:1]([NH3+:4])[CH2:2][NH3+:3], predict the reactants needed to synthesize it. The reactants are: [CH2:1]([NH2:4])[CH2:2][NH2:3].[C:5]([OH:26])(=[O:25])[CH2:6][CH2:7][CH2:8]/[CH:9]=[CH:10]\[CH2:11]/[CH:12]=[CH:13]\[CH2:14]/[CH:15]=[CH:16]\[CH2:17]/[CH:18]=[CH:19]\[CH2:20]/[CH:21]=[CH:22]\[CH2:23][CH3:24].C(#N)C.[CH3:30][S:31]([OH:34])(=[O:33])=[O:32]. (5) Given the product [CH:26]1([C:25]2[N:21]([C@@H:12]([CH2:11][CH2:10][CH2:9][OH:8])[CH2:13][C:14]([O:16][C:17]([CH3:20])([CH3:19])[CH3:18])=[O:15])[N:22]=[N:23][C:24]=2[CH:29]2[CH2:30][CH:31]([CH2:33][C:34]([CH3:37])([CH3:36])[CH3:35])[CH2:32]2)[CH2:28][CH2:27]1, predict the reactants needed to synthesize it. The reactants are: C([O:8][CH2:9][CH2:10][CH2:11][C@H:12]([N:21]1[C:25]([CH:26]2[CH2:28][CH2:27]2)=[C:24]([CH:29]2[CH2:32][CH:31]([CH2:33][C:34]([CH3:37])([CH3:36])[CH3:35])[CH2:30]2)[N:23]=[N:22]1)[CH2:13][C:14]([O:16][C:17]([CH3:20])([CH3:19])[CH3:18])=[O:15])C1C=CC=CC=1. (6) Given the product [NH2:9][C:4]1[C:3]([NH:12][CH2:13][CH2:14][OH:15])=[C:2]([Cl:1])[C:7]([F:8])=[CH:6][CH:5]=1, predict the reactants needed to synthesize it. The reactants are: [Cl:1][C:2]1[C:7]([F:8])=[CH:6][CH:5]=[C:4]([N+:9]([O-])=O)[C:3]=1[NH:12][CH2:13][CH2:14][OH:15].[O-]S(S([O-])=O)=O.[Na+].[Na+]. (7) Given the product [S:1]1[C:5]2[CH:6]=[CH:7][CH:8]=[CH:9][C:4]=2[C:3]([N:10]2[CH2:15][CH2:14][N:13]([CH2:16][CH2:17][C:18]3[CH:23]=[CH:22][CH:21]=[C:20]([CH3:24])[C:19]=3[NH:25][C:26](=[O:28])[CH3:27])[CH2:12][CH2:11]2)=[N:2]1, predict the reactants needed to synthesize it. The reactants are: [S:1]1[C:5]2[CH:6]=[CH:7][CH:8]=[CH:9][C:4]=2[C:3]([N:10]2[CH2:15][CH2:14][N:13]([CH2:16][CH2:17][C:18]3[CH:23]=[CH:22][CH:21]=[C:20]([CH3:24])[C:19]=3[NH2:25])[CH2:12][CH2:11]2)=[N:2]1.[C:26](Cl)(=[O:28])[CH3:27]. (8) Given the product [C:33]([N:10]1[CH2:11][CH2:12][CH2:13][C@H:9]1[C:8]([NH:1][C:2]1[CH:3]=[CH:4][CH:5]=[CH:6][CH:7]=1)=[O:17])([O:35][C:36]([CH3:39])([CH3:38])[CH3:37])=[O:34], predict the reactants needed to synthesize it. The reactants are: [NH:1]([C:8]1[C:9](=O)[NH:10][CH:11]=[CH:12][CH:13]=1)[C:2]1[CH:7]=[CH:6][CH:5]=[CH:4][CH:3]=1.C([O:17]C1C=CC2C(=CC=CC=2)N1C(OCC)=O)C.[C:33]([C@@]1(C(O)=O)CCCN1OC)([O:35][C:36]([CH3:39])([CH3:38])[CH3:37])=[O:34].